Dataset: Catalyst prediction with 721,799 reactions and 888 catalyst types from USPTO. Task: Predict which catalyst facilitates the given reaction. (1) Reactant: [F:1][C:2]([F:16])([F:15])[C:3]([C:5]1[S:9][C:8]([C:10]([O:12]CC)=[O:11])=[CH:7][CH:6]=1)=[O:4].[Li+].[OH-]. Product: [F:16][C:2]([F:1])([F:15])[C:3]([C:5]1[S:9][C:8]([C:10]([OH:12])=[O:11])=[CH:7][CH:6]=1)=[O:4]. The catalyst class is: 24. (2) Reactant: [CH2:1]([C:11]1[CH:18]=[CH:17][C:14]([CH2:15][NH2:16])=[CH:13][CH:12]=1)[CH2:2][CH2:3][CH2:4][CH2:5][CH2:6][CH2:7][CH2:8][CH2:9][CH3:10].[CH2:19]([O:21][C:22]([C:24]1([C:29]([O:31][CH2:32][CH3:33])=[O:30])[CH2:27][C:26](=O)[CH2:25]1)=[O:23])[CH3:20]. Product: [CH2:32]([O:31][C:29]([C:24]1([C:22]([O:21][CH2:19][CH3:20])=[O:23])[CH2:25][CH:26]([NH:16][CH2:15][C:14]2[CH:13]=[CH:12][C:11]([CH2:1][CH2:2][CH2:3][CH2:4][CH2:5][CH2:6][CH2:7][CH2:8][CH2:9][CH3:10])=[CH:18][CH:17]=2)[CH2:27]1)=[O:30])[CH3:33]. The catalyst class is: 98. (3) Reactant: [Br:1][CH2:2][C:3](Br)=[O:4].O[NH:7][C:8]([C:10]1[CH:18]=[CH:17][C:13]2[O:14][CH2:15][O:16][C:12]=2[CH:11]=1)=[NH:9].C([O-])([O-])=O.[K+].[K+]. Product: [O:14]1[C:13]2[CH:17]=[CH:18][C:10]([C:8]3[N:7]=[C:3]([CH2:2][Br:1])[O:4][N:9]=3)=[CH:11][C:12]=2[O:16][CH2:15]1. The catalyst class is: 6. (4) Reactant: [N+:1]([C:4]1[CH:5]=[C:6]([N:10]2[C:19]3[C:14](=[CH:15][CH:16]=[CH:17][N:18]=3)[CH:13]=[C:12]([CH2:20][CH2:21][C:22](=[O:29])[C:23]3[CH:28]=[CH:27][N:26]=[CH:25][CH:24]=3)[C:11]2=[O:30])[CH:7]=[CH:8][CH:9]=1)([O-:3])=[O:2].[BH4-].[Na+].CO. Product: [N+:1]([C:4]1[CH:5]=[C:6]([N:10]2[C:19]3[C:14](=[CH:15][CH:16]=[CH:17][N:18]=3)[CH:13]=[C:12]([CH2:20][CH2:21][CH:22]([OH:29])[C:23]3[CH:24]=[CH:25][N:26]=[CH:27][CH:28]=3)[C:11]2=[O:30])[CH:7]=[CH:8][CH:9]=1)([O-:3])=[O:2]. The catalyst class is: 4.